From a dataset of Forward reaction prediction with 1.9M reactions from USPTO patents (1976-2016). Predict the product of the given reaction. (1) Given the reactants [NH2:1][C:2]1[N:7]=[C:6]([C:8]2[O:9][CH:10]=[CH:11][CH:12]=2)[C:5]([C:13]#[N:14])=[C:4](S(C)=O)[N:3]=1.[Cl:18][C:19]1[CH:26]=[CH:25][CH:24]=[CH:23][C:20]=1[CH2:21][NH2:22], predict the reaction product. The product is: [NH2:1][C:2]1[N:3]=[C:4]([NH:22][CH2:21][C:20]2[CH:23]=[CH:24][CH:25]=[CH:26][C:19]=2[Cl:18])[C:5]([C:13]#[N:14])=[C:6]([C:8]2[O:9][CH:10]=[CH:11][CH:12]=2)[N:7]=1. (2) Given the reactants [Cl:1][C:2]1[CH:10]=[CH:9][C:8]([Cl:11])=[CH:7][C:3]=1[C:4]([OH:6])=O.[F:12][C:13]1([F:28])[CH2:18][CH2:17][C:16]([CH2:26][NH2:27])([C:19]2[CH:20]=[N:21][C:22]([F:25])=[CH:23][CH:24]=2)[CH2:15][CH2:14]1, predict the reaction product. The product is: [Cl:1][C:2]1[CH:10]=[CH:9][C:8]([Cl:11])=[CH:7][C:3]=1[C:4]([NH:27][CH2:26][C:16]1([C:19]2[CH:20]=[N:21][C:22]([F:25])=[CH:23][CH:24]=2)[CH2:17][CH2:18][C:13]([F:12])([F:28])[CH2:14][CH2:15]1)=[O:6].